From a dataset of Forward reaction prediction with 1.9M reactions from USPTO patents (1976-2016). Predict the product of the given reaction. (1) Given the reactants CC(C)([O-])C.[K+].CN(C)C=O.[O:12]1[CH2:16][CH2:15][C@H:14]([OH:17])[CH2:13]1.[Cl:18][C:19]1[CH:20]=[C:21]([NH:26][C:27]2[C:36]3[C:31](=[CH:32][C:33](F)=[C:34]([N+:37]([O-:39])=[O:38])[CH:35]=3)[N:30]=[CH:29][N:28]=2)[CH:22]=[CH:23][C:24]=1[F:25], predict the reaction product. The product is: [Cl:18][C:19]1[CH:20]=[C:21]([NH:26][C:27]2[C:36]3[C:31](=[CH:32][C:33]([O:17][C@H:14]4[CH2:15][CH2:16][O:12][CH2:13]4)=[C:34]([N+:37]([O-:39])=[O:38])[CH:35]=3)[N:30]=[CH:29][N:28]=2)[CH:22]=[CH:23][C:24]=1[F:25]. (2) The product is: [C:1]([C:5]1[C:10](=[O:11])[N:9]([CH2:12][C:13]([OH:15])=[O:14])[C:8]2[N:17]=[C:18]([O:21][CH3:22])[CH:19]=[CH:20][C:7]=2[N:6]=1)([CH3:4])([CH3:2])[CH3:3]. Given the reactants [C:1]([C:5]1[C:10](=[O:11])[N:9]([CH2:12][C:13]([O:15]C)=[O:14])[C:8]2[N:17]=[C:18]([O:21][CH3:22])[CH:19]=[CH:20][C:7]=2[N:6]=1)([CH3:4])([CH3:3])[CH3:2].[OH-].[Na+], predict the reaction product. (3) Given the reactants [NH:1]1[CH2:5][CH2:4][CH:3]([CH2:6][NH:7][C:8]([C:10]2[C:14]3[N:15]=[CH:16][N:17]=[C:18]([C:19]4[C:27]5[O:26][CH2:25][O:24][C:23]=5[CH:22]=[CH:21][C:20]=4[O:28][CH2:29][CH:30]4[CH2:32][CH2:31]4)[C:13]=3[NH:12][CH:11]=2)=[O:9])[CH2:2]1.Cl[C:34](OCC)=[O:35], predict the reaction product. The product is: [CH:34]([N:1]1[CH2:5][CH2:4][CH:3]([CH2:6][NH:7][C:8]([C:10]2[C:14]3[N:15]=[CH:16][N:17]=[C:18]([C:19]4[C:27]5[O:26][CH2:25][O:24][C:23]=5[CH:22]=[CH:21][C:20]=4[O:28][CH2:29][CH:30]4[CH2:31][CH2:32]4)[C:13]=3[NH:12][CH:11]=2)=[O:9])[CH2:2]1)=[O:35].